From a dataset of Full USPTO retrosynthesis dataset with 1.9M reactions from patents (1976-2016). Predict the reactants needed to synthesize the given product. (1) Given the product [F:1][C:2]1[CH:7]=[CH:6][C:5]([C:8]2[CH:13]=[CH:12][N:11]=[CH:10][C:9]=2[N:14]([CH2:15][CH:16]2[CH2:20][CH2:19][CH2:18][O:17]2)[C:30](=[O:31])[C:29]2[CH:33]=[C:34]([C:36]([F:39])([F:37])[F:38])[CH:35]=[C:27]([S:24]([CH3:23])(=[O:26])=[O:25])[CH:28]=2)=[C:4]([O:21][CH3:22])[CH:3]=1, predict the reactants needed to synthesize it. The reactants are: [F:1][C:2]1[CH:7]=[CH:6][C:5]([C:8]2[CH:13]=[CH:12][N:11]=[CH:10][C:9]=2[NH:14][CH2:15][CH:16]2[CH2:20][CH2:19][CH2:18][O:17]2)=[C:4]([O:21][CH3:22])[CH:3]=1.[CH3:23][S:24]([C:27]1[CH:28]=[C:29]([CH:33]=[C:34]([C:36]([F:39])([F:38])[F:37])[CH:35]=1)[C:30](O)=[O:31])(=[O:26])=[O:25]. (2) Given the product [Cl:1][C:2]1[CH:10]=[CH:9][CH:8]=[CH:7][C:3]=1[C:4]([NH:11][CH2:12][C:13]1([C:21]2[CH:26]=[N:25][C:24]([C:27]([OH:30])([CH3:28])[CH3:29])=[CH:23][CH:22]=2)[CH2:18][CH2:17][C:16]([F:20])([F:19])[CH2:15][CH2:14]1)=[O:6], predict the reactants needed to synthesize it. The reactants are: [Cl:1][C:2]1[CH:10]=[CH:9][CH:8]=[CH:7][C:3]=1[C:4]([OH:6])=O.[NH2:11][CH2:12][C:13]1([C:21]2[CH:22]=[CH:23][C:24]([C:27]([OH:30])([CH3:29])[CH3:28])=[N:25][CH:26]=2)[CH2:18][CH2:17][C:16]([F:20])([F:19])[CH2:15][CH2:14]1. (3) Given the product [NH2:1][C:2]1[N:3]=[C:4]([Cl:15])[C:5]([CH2:9][C:10]([O:12][CH2:13][CH3:14])=[O:11])=[C:6]([NH:24][CH2:23][C:20]2[CH:19]=[N:18][C:17]([CH3:16])=[CH:22][N:21]=2)[N:7]=1, predict the reactants needed to synthesize it. The reactants are: [NH2:1][C:2]1[N:7]=[C:6](Cl)[C:5]([CH2:9][C:10]([O:12][CH2:13][CH3:14])=[O:11])=[C:4]([Cl:15])[N:3]=1.[CH3:16][C:17]1[N:18]=[CH:19][C:20]([CH2:23][NH2:24])=[N:21][CH:22]=1.CCN(C(C)C)C(C)C.